From a dataset of Full USPTO retrosynthesis dataset with 1.9M reactions from patents (1976-2016). Predict the reactants needed to synthesize the given product. (1) Given the product [CH3:21][O:22][C:23]1[CH:24]=[C:25]([C:2]2[C:7]([C:8]3[CH:13]=[CH:12][C:11]([F:14])=[CH:10][CH:9]=3)=[C:6]([CH3:15])[N:5]=[CH:4][C:3]=2[C:16]([O:18][CH2:19][CH3:20])=[O:17])[CH:26]=[C:27]([O:29][CH3:30])[CH:28]=1, predict the reactants needed to synthesize it. The reactants are: Cl[C:2]1[C:7]([C:8]2[CH:13]=[CH:12][C:11]([F:14])=[CH:10][CH:9]=2)=[C:6]([CH3:15])[N:5]=[CH:4][C:3]=1[C:16]([O:18][CH2:19][CH3:20])=[O:17].[CH3:21][O:22][C:23]1[CH:24]=[C:25](B2OC(C)(C)C(C)(C)O2)[CH:26]=[C:27]([O:29][CH3:30])[CH:28]=1.P([O-])([O-])([O-])=O.[K+].[K+].[K+].C1(P(C2CCCCC2)C2C=CC=CC=2C2C(OC)=CC=CC=2OC)CCCCC1. (2) Given the product [CH2:1]([C:3]1[N:4]([C:14]2[CH:15]=[CH:16][C:17]([CH2:20][CH2:21][NH:22][C:34]([NH:33][S:23]([C:26]3[CH:32]=[CH:31][C:29]([CH3:30])=[CH:28][CH:27]=3)(=[O:25])=[O:24])=[O:35])=[CH:18][CH:19]=2)[C:5]2[CH:10]=[C:9]([CH3:11])[N:8]=[C:7]([CH3:12])[C:6]=2[N:13]=1)[CH3:2], predict the reactants needed to synthesize it. The reactants are: [CH2:1]([C:3]1[N:4]([C:14]2[CH:19]=[CH:18][C:17]([CH2:20][CH2:21][NH2:22])=[CH:16][CH:15]=2)[C:5]2[CH:10]=[C:9]([CH3:11])[N:8]=[C:7]([CH3:12])[C:6]=2[N:13]=1)[CH3:2].[S:23]([N:33]=[C:34]=[O:35])([C:26]1[CH:32]=[CH:31][C:29]([CH3:30])=[CH:28][CH:27]=1)(=[O:25])=[O:24].C. (3) Given the product [C:12]([O:11][C:9]([N:4]1[CH2:5][CH2:6][NH:1][C:2](=[O:7])[CH2:3]1)=[O:8])([CH3:15])([CH3:14])[CH3:13], predict the reactants needed to synthesize it. The reactants are: [NH:1]1[CH2:6][CH2:5][NH:4][CH2:3][C:2]1=[O:7].[O:8](C(OC(C)(C)C)=O)[C:9]([O:11][C:12]([CH3:15])([CH3:14])[CH3:13])=O. (4) The reactants are: [CH3:1][C:2]1[CH:3]=[C:4]([CH:19]=[C:20]([O:22][C:23]2[CH:28]=[CH:27][C:26]([C:29]([F:32])([F:31])[F:30])=[CH:25][N:24]=2)[CH:21]=1)[CH:5]=[C:6]1[CH2:11][CH2:10][N:9](C(OC(C)(C)C)=O)[CH2:8][CH2:7]1.C(O)(C(F)(F)F)=O. Given the product [CH3:1][C:2]1[CH:21]=[C:20]([CH:19]=[C:4]([CH:5]=[C:6]2[CH2:11][CH2:10][NH:9][CH2:8][CH2:7]2)[CH:3]=1)[O:22][C:23]1[CH:28]=[CH:27][C:26]([C:29]([F:31])([F:32])[F:30])=[CH:25][N:24]=1, predict the reactants needed to synthesize it. (5) Given the product [Cl:27][C:25]1[CH:24]=[CH:23][C:20]2[S:21][CH:22]=[C:18]([CH2:17][C:16]3[N:11]4[CH:12]=[CH:13][CH:14]=[CH:15][C:10]4=[N:9][C:8]=3[S:7][CH2:6][CH2:5][CH2:4][C:3]([OH:28])=[O:2])[C:19]=2[CH:26]=1, predict the reactants needed to synthesize it. The reactants are: C[O:2][C:3](=[O:28])[CH2:4][CH2:5][CH2:6][S:7][C:8]1[N:9]=[C:10]2[CH:15]=[CH:14][CH:13]=[CH:12][N:11]2[C:16]=1[CH2:17][C:18]1[C:19]2[CH:26]=[C:25]([Cl:27])[CH:24]=[CH:23][C:20]=2[S:21][CH:22]=1.O.[OH-].[Li+]. (6) Given the product [Br:1][C:2]1[CH:3]=[CH:4][C:5]([F:16])=[C:6]([C@:8]2([CH3:15])[CH2:9][O:10][CH2:11][C:12]([NH2:27])=[N:13]2)[CH:7]=1, predict the reactants needed to synthesize it. The reactants are: [Br:1][C:2]1[CH:3]=[CH:4][C:5]([F:16])=[C:6]([C@@:8]2([CH3:15])[NH:13][C:12](=O)[CH2:11][O:10][CH2:9]2)[CH:7]=1.F[B-](F)(F)F.C[O+](C)C.[Cl-].[NH4+:27]. (7) Given the product [CH2:5]([O:9][C:10]1[CH:15]=[CH:14][CH:13]=[C:12]([CH2:16][CH2:17][N+:18]([O-:20])=[O:19])[CH:11]=1)[CH2:6][CH2:7][CH3:8], predict the reactants needed to synthesize it. The reactants are: C(O)(=O)C.[CH2:5]([O:9][C:10]1[CH:15]=[CH:14][CH:13]=[C:12](/[CH:16]=[CH:17]/[N+:18]([O-:20])=[O:19])[CH:11]=1)[CH2:6][CH2:7][CH3:8].[BH4-].[Na+]. (8) Given the product [F:26][C:3]1[C:2]([C:30]#[C:29][C:28]([OH:32])([CH3:31])[CH3:27])=[CH:25][C:6]2[C:7]3[N:8]([C:12]([CH2:18][C:19]4[N:20]([CH3:24])[N:21]=[CH:22][CH:23]=4)=[C:13]([C:15]([NH2:17])=[O:16])[N:14]=3)[CH2:9][CH2:10][O:11][C:5]=2[CH:4]=1, predict the reactants needed to synthesize it. The reactants are: Br[C:2]1[C:3]([F:26])=[CH:4][C:5]2[O:11][CH2:10][CH2:9][N:8]3[C:12]([CH2:18][C:19]4[N:20]([CH3:24])[N:21]=[CH:22][CH:23]=4)=[C:13]([C:15]([NH2:17])=[O:16])[N:14]=[C:7]3[C:6]=2[CH:25]=1.[CH3:27][C:28]([OH:32])([CH3:31])[C:29]#[CH:30].C(NC(C)C)(C)C. (9) Given the product [CH2:1]([C:8]1([NH2:31])[CH2:13][CH2:12][CH:11]([O:14][C:15]2[CH:16]=[C:17]3[C:22](=[CH:23][CH:24]=2)[O:21][CH:20]([C:25]2[CH:26]=[CH:27][CH:28]=[CH:29][CH:30]=2)[CH2:19][CH2:18]3)[CH2:10][CH2:9]1)[C:2]1[CH:7]=[CH:6][CH:5]=[CH:4][CH:3]=1, predict the reactants needed to synthesize it. The reactants are: [CH2:1]([C:8]1([NH:31]S(C(C)(C)C)=O)[CH2:13][CH2:12][CH:11]([O:14][C:15]2[CH:16]=[C:17]3[C:22](=[CH:23][CH:24]=2)[O:21][CH:20]([C:25]2[CH:30]=[CH:29][CH:28]=[CH:27][CH:26]=2)[CH2:19][CH2:18]3)[CH2:10][CH2:9]1)[C:2]1[CH:7]=[CH:6][CH:5]=[CH:4][CH:3]=1. (10) Given the product [CH:13]([C@H:14]1[CH2:19][CH2:18][CH2:17][C:16](=[O:20])[N:15]1[CH2:21][C:22]#[C:23][CH2:24][O:25][CH2:26][C:27]#[N:28])=[O:12], predict the reactants needed to synthesize it. The reactants are: CCN=C=NCCCN(C)C.[OH:12][CH2:13][C@H:14]1[CH2:19][CH2:18][CH2:17][C:16](=[O:20])[N:15]1[CH2:21][C:22]#[C:23][CH2:24][O:25][CH2:26][C:27]#[N:28].CS(C)=O.FC(F)(F)C([O-])=O.[NH+]1C=CC=CC=1.